Dataset: Reaction yield outcomes from USPTO patents with 853,638 reactions. Task: Predict the reaction yield, written as a fraction of the theoretical maximum amount of product (1.0 means a 100% yield; for example, 0.34 means a 34% yield). (1) The reactants are [CH3:1][C:2]([C:4]1[C:9]([Cl:10])=[C:8]([F:11])[CH:7]=[CH:6][C:5]=1[Cl:12])=[O:3].[H-].[Al+3].[Li+].[H-].[H-].[H-].[OH-].[Na+].[O-]S([O-])(=O)=O.[Mg+2]. The catalyst is C1COCC1.O. The product is [Cl:10][C:9]1[C:8]([F:11])=[CH:7][CH:6]=[C:5]([Cl:12])[C:4]=1[CH:2]([OH:3])[CH3:1]. The yield is 0.950. (2) The reactants are N[C:2]1C=C(I)C=CC=1C(OC)=O.[I:13][C:14]1[CH:22]=[CH:21][C:17]([C:18]([OH:20])=[O:19])=[C:16]([N+:23]([O-:25])=[O:24])[CH:15]=1.C1CCN2C(=NCCC2)CC1.IC. The catalyst is CN(C=O)C.O. The product is [I:13][C:14]1[CH:22]=[CH:21][C:17]([C:18]([O:20][CH3:2])=[O:19])=[C:16]([N+:23]([O-:25])=[O:24])[CH:15]=1. The yield is 0.950. (3) The reactants are [Br:1][C:2]1[CH:3]=[N:4][C:5]2[C:10]([CH:11]=1)=[CH:9][C:8]([C:12](OC)=[O:13])=[CH:7][CH:6]=2.[H-].[H-].[H-].[H-].[Li+].[Al+3].O.[OH-].[Na+]. The catalyst is C1COCC1. The product is [Br:1][C:2]1[CH:3]=[N:4][C:5]2[C:10]([CH:11]=1)=[CH:9][C:8]([CH2:12][OH:13])=[CH:7][CH:6]=2. The yield is 0.420. (4) The reactants are Br[C:2]1[CH:3]=[C:4]([SH:8])[CH:5]=[CH:6][CH:7]=1.Br[CH2:10][CH2:11][O:12][Si:13](O[Si:13]([CH3:15])([CH3:14])[O:12][CH2:11][CH2:10]Br)([CH3:15])[CH3:14].[C:24]([O-])([O-])=O.[K+].[K+].[Li]C[CH2:32][CH2:33][CH3:34].[N:35]([C:44]([O:46][C:47]([CH3:50])([CH3:49])[CH3:48])=[O:45])=[N:36][C:37]([O:39][C:40]([CH3:43])([CH3:42])[CH3:41])=[O:38]. The catalyst is CC(C)=O. The product is [Si:13]([O:12][CH2:11][CH2:10][S:8][C:4]1[CH:3]=[C:2]([N:35]([C:44]([O:46][C:47]([CH3:50])([CH3:49])[CH3:48])=[O:45])[NH:36][C:37]([O:39][C:40]([CH3:41])([CH3:42])[CH3:43])=[O:38])[CH:7]=[CH:6][CH:5]=1)([C:33]([CH3:32])([CH3:34])[CH3:24])([CH3:15])[CH3:14]. The yield is 0.640. (5) The reactants are [Cl:1][C:2]1[N:7]=[C:6]([CH2:8][C:9]([C:11]2[CH:12]=[C:13]([N:17]([CH3:28])[C:18](=[O:27])[C:19]3[C:24]([F:25])=[CH:23][CH:22]=[CH:21][C:20]=3[F:26])[CH:14]=[CH:15][CH:16]=2)=O)[CH:5]=[CH:4][N:3]=1.C1C(=O)N(Br)C(=O)C1.[NH2:37][C:38]([NH2:40])=[S:39].Cl. The catalyst is CCOC(C)=O.O.C(Cl)Cl. The product is [NH2:40][C:38]1[S:39][C:8]([C:6]2[CH:5]=[CH:4][N:3]=[C:2]([Cl:1])[N:7]=2)=[C:9]([C:11]2[CH:12]=[C:13]([N:17]([CH3:28])[C:18](=[O:27])[C:19]3[C:24]([F:25])=[CH:23][CH:22]=[CH:21][C:20]=3[F:26])[CH:14]=[CH:15][CH:16]=2)[N:37]=1. The yield is 0.960. (6) The reactants are [NH2:1][C:2]1[S:3][C:4]2[C:10]([C:11]([O:13][CH3:14])=[O:12])=[C:9]([O:15][C:16]3[CH:21]=[CH:20][CH:19]=[C:18]([NH:22][C:23]([C:25]4[CH:30]=[CH:29][CH:28]=[C:27]([C:31]([C:34]#[N:35])([CH3:33])[CH3:32])[CH:26]=4)=[O:24])[CH:17]=3)[CH:8]=[CH:7][C:5]=2[N:6]=1.[CH:36]1([C:39](Cl)=[O:40])[CH2:38][CH2:37]1. The catalyst is N1C=CC=CC=1. The product is [C:34]([C:31]([C:27]1[CH:26]=[C:25]([C:23]([NH:22][C:18]2[CH:17]=[C:16]([CH:21]=[CH:20][CH:19]=2)[O:15][C:9]2[CH:8]=[CH:7][C:5]3[N:6]=[C:2]([NH:1][C:39]([CH:36]4[CH2:38][CH2:37]4)=[O:40])[S:3][C:4]=3[C:10]=2[C:11]([O:13][CH3:14])=[O:12])=[O:24])[CH:30]=[CH:29][CH:28]=1)([CH3:32])[CH3:33])#[N:35]. The yield is 0.680. (7) The reactants are BrC1C=C(S(NC2C(O)=CC(Cl)=CN=2)(=O)=O)C=NC=1.[Cl:20][C:21]1[CH:22]=[C:23]([NH:29][S:30]([C:33]2[CH:34]=[N:35][C:36]([C:39]([F:42])([F:41])[F:40])=[CH:37][CH:38]=2)(=[O:32])=[O:31])[C:24]([O:27]C)=[N:25][CH:26]=1.BrC1C=C(S(NC2C(OC)=CC(Cl)=CN=2)(=O)=O)C=NC=1. No catalyst specified. The product is [Cl:20][C:21]1[CH:22]=[C:23]([NH:29][S:30]([C:33]2[CH:34]=[N:35][C:36]([C:39]([F:40])([F:41])[F:42])=[CH:37][CH:38]=2)(=[O:32])=[O:31])[C:24]([OH:27])=[N:25][CH:26]=1. The yield is 0.360. (8) The reactants are Cl[C:2]1[N:7]=[C:6]([NH2:8])[N:5]=[C:4]2[N:9]([CH2:12][C:13]3[N:17]([C:18]4[CH:23]=[CH:22][CH:21]=[CH:20][CH:19]=4)[C:16]4[CH:24]=[CH:25][CH:26]=[CH:27][C:15]=4[N:14]=3)[N:10]=[CH:11][C:3]=12. The catalyst is CO.[Pd]. The product is [C:18]1([N:17]2[C:16]3[CH:24]=[CH:25][CH:26]=[CH:27][C:15]=3[N:14]=[C:13]2[CH2:12][N:9]2[C:4]3=[N:5][C:6]([NH2:8])=[N:7][CH:2]=[C:3]3[CH:11]=[N:10]2)[CH:23]=[CH:22][CH:21]=[CH:20][CH:19]=1. The yield is 0.150. (9) The reactants are [N:1]1[O:2][N:3]=[C:4]2[CH:9]=[C:8](C(O)=O)[CH:7]=[CH:6][C:5]=12.C([N:15](CC)CC)C.C1C=CC(P(N=[N+]=[N-])(C2C=CC=CC=2)=O)=CC=1.C([O-])([O-])=O.[Na+].[Na+]. The catalyst is C1COCC1.C(Cl)Cl. The product is [NH2:15][C:8]1[CH:7]=[CH:6][C:5]2=[N:1][O:2][N:3]=[C:4]2[CH:9]=1. The yield is 0.410. (10) The reactants are [CH2:1]([O:8][C:9]1[CH:14]=[CH:13][C:12]([CH:15]([OH:22])[CH2:16][NH:17][C:18](=O)[CH2:19][CH3:20])=[CH:11][CH:10]=1)[C:2]1[CH:7]=[CH:6][CH:5]=[CH:4][CH:3]=1. The yield is 0.990. The catalyst is C1COCC1. The product is [CH2:1]([O:8][C:9]1[CH:10]=[CH:11][C:12]([CH:15]([OH:22])[CH2:16][NH:17][CH2:18][CH2:19][CH3:20])=[CH:13][CH:14]=1)[C:2]1[CH:3]=[CH:4][CH:5]=[CH:6][CH:7]=1.